Dataset: Full USPTO retrosynthesis dataset with 1.9M reactions from patents (1976-2016). Task: Predict the reactants needed to synthesize the given product. (1) The reactants are: Br[C:2]1[CH:7]=[C:6]([O:8][CH3:9])[C:5]([O:10][CH3:11])=[CH:4][C:3]=1[CH2:12][OH:13].C(=O)([O-])[O-].[K+].[K+].O.[NH2:21][C:22]1[N:31]=[C:30]([C:32]([N:34]2[CH2:42][C:41]3[C:36](=[CH:37][CH:38]=[CH:39][CH:40]=3)[CH2:35]2)=[O:33])[C:29]2[C:24](=[CH:25][CH:26]=[C:27](B3OC(C)(C)C(C)(C)O3)[CH:28]=2)[N:23]=1. Given the product [NH2:21][C:22]1[N:31]=[C:30]([C:32]([N:34]2[CH2:35][C:36]3[C:41](=[CH:40][CH:39]=[CH:38][CH:37]=3)[CH2:42]2)=[O:33])[C:29]2[C:24](=[CH:25][CH:26]=[C:27]([C:2]3[CH:7]=[C:6]([O:8][CH3:9])[C:5]([O:10][CH3:11])=[CH:4][C:3]=3[CH2:12][OH:13])[CH:28]=2)[N:23]=1, predict the reactants needed to synthesize it. (2) Given the product [N+:8]([C:11]1[CH:19]=[CH:18][CH:17]=[C:16]2[C:12]=1[C:13]([CH:20]=[CH2:21])=[N:14][N:15]2[C:27]([O:26][C:23]([CH3:25])([CH3:24])[CH3:22])=[O:28])([O-:10])=[O:9], predict the reactants needed to synthesize it. The reactants are: C(N(CC)CC)C.[N+:8]([C:11]1[CH:19]=[CH:18][CH:17]=[C:16]2[C:12]=1[C:13]([CH:20]=[CH2:21])=[N:14][NH:15]2)([O-:10])=[O:9].[CH3:22][C:23]([O:26][C:27](O[C:27]([O:26][C:23]([CH3:25])([CH3:24])[CH3:22])=[O:28])=[O:28])([CH3:25])[CH3:24]. (3) Given the product [OH:1][C:2]1[C:14]2[C:13]3[C:8](=[CH:9][C:10]([CH2:15][O:16][Si:22]([C:18]([CH3:21])([CH3:20])[CH3:19])([CH3:25])[CH3:24])=[CH:11][CH:12]=3)[C:7](=[O:17])[C:6]=2[CH:5]=[CH:4][CH:3]=1, predict the reactants needed to synthesize it. The reactants are: [OH:1][C:2]1[C:14]2[C:13]3[C:8](=[CH:9][C:10]([CH2:15][OH:16])=[CH:11][CH:12]=3)[C:7](=[O:17])[C:6]=2[CH:5]=[CH:4][CH:3]=1.[C:18]([Si:22]([CH3:25])([CH3:24])Cl)([CH3:21])([CH3:20])[CH3:19].N1C=CN=C1. (4) Given the product [CH3:1][O:2][C:3]1[CH:15]=[CH:14][C:13]2[C:12]3[C:7](=[CH:8][CH:9]=[CH:10][CH:11]=3)[N:6]([CH2:19][C:20](=[O:25])[C:21]([CH3:24])([CH3:23])[CH3:22])[C:5]=2[CH:4]=1, predict the reactants needed to synthesize it. The reactants are: [CH3:1][O:2][C:3]1[CH:15]=[CH:14][C:13]2[C:12]3[C:7](=[CH:8][CH:9]=[CH:10][CH:11]=3)[NH:6][C:5]=2[CH:4]=1.[H-].[Na+].Br[CH2:19][C:20](=[O:25])[C:21]([CH3:24])([CH3:23])[CH3:22]. (5) The reactants are: Br[C:2]1[CH:3]=[C:4]([CH2:8][CH2:9][O:10][Si:11]([C:14]([CH3:17])([CH3:16])[CH3:15])([CH3:13])[CH3:12])[CH:5]=[CH:6][CH:7]=1.C1COCC1.C([Li])CCC.C([O:31][B:32](OC(C)C)[O:33]C(C)C)(C)C. Given the product [C:14]([Si:11]([CH3:13])([CH3:12])[O:10][CH2:9][CH2:8][C:4]1[CH:3]=[C:2]([B:32]([OH:33])[OH:31])[CH:7]=[CH:6][CH:5]=1)([CH3:17])([CH3:16])[CH3:15], predict the reactants needed to synthesize it. (6) Given the product [CH2:24]([CH:31]1[CH2:32][CH2:33][N:34]([C:37]2[CH:44]=[CH:43][C:42]([OH:45])=[CH:41][C:38]=2[C:39]#[N:40])[CH2:35][CH2:36]1)[C:25]1[CH:26]=[CH:27][CH:28]=[CH:29][CH:30]=1, predict the reactants needed to synthesize it. The reactants are: COC1C=CC(N2CCN(CCC3C=CC=CC=3)CC2)=CC=1C.[CH2:24]([CH:31]1[CH2:36][CH2:35][N:34]([C:37]2[CH:44]=[CH:43][C:42]([O:45]C)=[CH:41][C:38]=2[C:39]#[N:40])[CH2:33][CH2:32]1)[C:25]1[CH:30]=[CH:29][CH:28]=[CH:27][CH:26]=1. (7) Given the product [NH3:6].[C:25]([N:10]1[C:11]2[C:16](=[CH:15][C:14]([C:17]3[CH:18]=[CH:19][C:20]([CH2:23][N:34]4[CH2:39][CH2:38][CH2:37][CH2:36][CH2:35]4)=[CH:21][CH:22]=3)=[CH:13][CH:12]=2)[C@H:7]([NH:6][C:5](=[O:29])[O:4][CH:2]([CH3:3])[CH3:1])[CH2:8][C@@H:9]1[CH3:28])(=[O:27])[CH3:26], predict the reactants needed to synthesize it. The reactants are: [CH3:1][CH:2]([O:4][C:5](=[O:29])[NH:6][C@H:7]1[C:16]2[C:11](=[CH:12][CH:13]=[C:14]([C:17]3[CH:22]=[CH:21][C:20]([CH:23]=O)=[CH:19][CH:18]=3)[CH:15]=2)[N:10]([C:25](=[O:27])[CH3:26])[C@@H:9]([CH3:28])[CH2:8]1)[CH3:3].C(O)(=O)C.[NH:34]1[CH2:39][CH2:38][CH2:37][CH2:36][CH2:35]1.C(O[BH-](OC(=O)C)OC(=O)C)(=O)C.[Na+]. (8) Given the product [Br:1][C:2]1[CH:3]=[C:4]2[C:8](=[CH:9][CH:10]=1)[N:7]([CH:29]([C:30]1[CH:35]=[CH:34][CH:33]=[CH:32][CH:31]=1)[C:36]1[CH:41]=[CH:40][CH:39]=[CH:38][CH:37]=1)[C:6](=[O:11])[C:5]2=[O:12], predict the reactants needed to synthesize it. The reactants are: [Br:1][C:2]1[CH:3]=[C:4]2[C:8](=[CH:9][CH:10]=1)[NH:7][C:6](=[O:11])[C:5]2=[O:12].O1C2=CC3C(=O)C(=O)NC=3C=C2OCC1.Br[CH:29]([C:36]1[CH:41]=[CH:40][CH:39]=[CH:38][CH:37]=1)[C:30]1[CH:35]=[CH:34][CH:33]=[CH:32][CH:31]=1.BrCC1OC(C(F)(F)F)=CC=1. (9) Given the product [C:1]([O:5][C:6]([N:8]1[CH2:13][CH2:12][CH:11]([S:14]([N:25]2[CH2:30][CH2:29][O:28][CH2:27][CH2:26]2)(=[O:16])=[O:15])[CH2:10][CH2:9]1)=[O:7])([CH3:4])([CH3:3])[CH3:2], predict the reactants needed to synthesize it. The reactants are: [C:1]([O:5][C:6]([N:8]1[CH2:13][CH2:12][CH:11]([S:14](Cl)(=[O:16])=[O:15])[CH2:10][CH2:9]1)=[O:7])([CH3:4])([CH3:3])[CH3:2].C(N(CC)CC)C.[NH:25]1[CH2:30][CH2:29][O:28][CH2:27][CH2:26]1.